From a dataset of Forward reaction prediction with 1.9M reactions from USPTO patents (1976-2016). Predict the product of the given reaction. (1) Given the reactants [Br:1][C:2]1[CH:22]=[CH:21][C:5]2[N:6]([CH2:9][C:10]3[CH:20]=[CH:19][C:13]4[N:14]=[C:15]([S:17][CH3:18])[O:16][C:12]=4[CH:11]=3)[CH:7]=[N:8][C:4]=2[CH:3]=1.C1C=C(Cl)C=C(C(OO)=[O:31])C=1, predict the reaction product. The product is: [Br:1][C:2]1[CH:22]=[CH:21][C:5]2[N:6]([CH2:9][C:10]3[CH:20]=[CH:19][C:13]4[N:14]=[C:15]([S:17]([CH3:18])=[O:31])[O:16][C:12]=4[CH:11]=3)[CH:7]=[N:8][C:4]=2[CH:3]=1. (2) Given the reactants [Cl:1][C:2]1[CH:3]=[C:4]([CH:10]=[CH:11][C:12]=1[N:13]1[CH2:17][CH2:16][CH2:15][CH2:14]1)[C:5]([O:7]CC)=[O:6].[OH-].[Na+], predict the reaction product. The product is: [Cl:1][C:2]1[CH:3]=[C:4]([CH:10]=[CH:11][C:12]=1[N:13]1[CH2:17][CH2:16][CH2:15][CH2:14]1)[C:5]([OH:7])=[O:6]. (3) The product is: [OH:1][C:2]1[C:11]([I:24])=[C:10]2[C:5]([C:6](=[O:23])[N:7]([C:15]3[CH:16]=[CH:17][C:18]([C:19]#[N:20])=[CH:21][CH:22]=3)[C:8]([CH:12]([CH3:14])[CH3:13])=[N:9]2)=[CH:4][CH:3]=1. Given the reactants [OH:1][C:2]1[CH:11]=[C:10]2[C:5]([C:6](=[O:23])[N:7]([C:15]3[CH:22]=[CH:21][C:18]([C:19]#[N:20])=[CH:17][CH:16]=3)[C:8]([CH:12]([CH3:14])[CH3:13])=[N:9]2)=[CH:4][CH:3]=1.[I:24]N1C(=O)CCC1=O.O, predict the reaction product. (4) Given the reactants I[C:2]1[CH:7]=[CH:6][N:5]=[CH:4][C:3]=1[NH:8][C:9](=[O:15])[O:10][C:11]([CH3:14])([CH3:13])[CH3:12].CC1(C)C(C)(C)OB([C:24]2[CH:29]=[CH:28][CH:27]=[CH:26][N:25]=2)O1.C(=O)([O-])[O-].[Na+].[Na+], predict the reaction product. The product is: [N:25]1[CH:26]=[CH:27][CH:28]=[CH:29][C:24]=1[C:2]1[CH:7]=[CH:6][N:5]=[CH:4][C:3]=1[NH:8][C:9](=[O:15])[O:10][C:11]([CH3:14])([CH3:13])[CH3:12]. (5) Given the reactants O.I([O-])(=O)(=O)=O.[Na+].[CH2:8]([O:15][CH2:16][CH:17]([OH:20])CO)[C:9]1[CH:14]=[CH:13][CH:12]=[CH:11][CH:10]=1, predict the reaction product. The product is: [CH2:8]([O:15][CH2:16][CH:17]=[O:20])[C:9]1[CH:14]=[CH:13][CH:12]=[CH:11][CH:10]=1. (6) Given the reactants S(Cl)(Cl)=O.C1(C2C=CC(C(O)=O)=CC=2)CCCCC1.C1(C2C=CC(C(Cl)=O)=CC=2)CCCCC1.[Cl:35][C:36]1[CH:37]=[C:38]([CH:40]=[CH:41][C:42]=1[O:43][C:44]1[C:53]2[C:48](=[CH:49][C:50]([O:56][CH3:57])=[C:51]([O:54][CH3:55])[CH:52]=2)[N:47]=[CH:46][CH:45]=1)[NH2:39].[CH:58]1([C:64]2[CH:69]=[CH:68][C:67]([C:70]([N:72]=[C:73]=[S:74])=[O:71])=[CH:66][CH:65]=2)[CH2:63][CH2:62][CH2:61][CH2:60][CH2:59]1, predict the reaction product. The product is: [Cl:35][C:36]1[CH:37]=[C:38]([NH:39][C:73]([NH:72][C:70](=[O:71])[C:67]2[CH:68]=[CH:69][C:64]([CH:58]3[CH2:59][CH2:60][CH2:61][CH2:62][CH2:63]3)=[CH:65][CH:66]=2)=[S:74])[CH:40]=[CH:41][C:42]=1[O:43][C:44]1[C:53]2[C:48](=[CH:49][C:50]([O:56][CH3:57])=[C:51]([O:54][CH3:55])[CH:52]=2)[N:47]=[CH:46][CH:45]=1.